This data is from NCI-60 drug combinations with 297,098 pairs across 59 cell lines. The task is: Regression. Given two drug SMILES strings and cell line genomic features, predict the synergy score measuring deviation from expected non-interaction effect. Drug 1: COC1=CC(=CC(=C1O)OC)C2C3C(COC3=O)C(C4=CC5=C(C=C24)OCO5)OC6C(C(C7C(O6)COC(O7)C8=CC=CS8)O)O. Drug 2: CC(C)(C#N)C1=CC(=CC(=C1)CN2C=NC=N2)C(C)(C)C#N. Cell line: MCF7. Synergy scores: CSS=32.4, Synergy_ZIP=-8.73, Synergy_Bliss=-3.50, Synergy_Loewe=-4.83, Synergy_HSA=-1.66.